Dataset: Forward reaction prediction with 1.9M reactions from USPTO patents (1976-2016). Task: Predict the product of the given reaction. (1) Given the reactants [CH3:1][O:2][C:3](=[O:22])[C:4]1[CH:9]=[CH:8][CH:7]=[C:6]([S:10][C:11]2[C:19]3[C:14](=[CH:15][C:16]([Cl:20])=[CH:17][CH:18]=3)[NH:13][C:12]=2[CH3:21])[CH:5]=1.[CH3:23][Si]([N-][Si](C)(C)C)(C)C.[Li+].IC, predict the reaction product. The product is: [CH3:1][O:2][C:3](=[O:22])[C:4]1[CH:9]=[CH:8][CH:7]=[C:6]([S:10][C:11]2[C:19]3[C:14](=[CH:15][C:16]([Cl:20])=[CH:17][CH:18]=3)[N:13]([CH3:23])[C:12]=2[CH3:21])[CH:5]=1. (2) Given the reactants [NH2:1][C:2]1[C:7]([C:8]([O:10][CH3:11])=[O:9])=[N:6][CH:5]=[CH:4][N:3]=1.[F:12][C:13]1[CH:20]=[CH:19][C:16]([CH:17]=O)=[CH:15][CH:14]=1, predict the reaction product. The product is: [F:12][C:13]1[CH:20]=[CH:19][C:16]([CH:17]=[N:1][C:2]2[C:7]([C:8]([O:10][CH3:11])=[O:9])=[N:6][CH:5]=[CH:4][N:3]=2)=[CH:15][CH:14]=1. (3) Given the reactants [Br:1][C:2]1[S:6][C:5]([NH:7]C(=O)C(F)(F)F)=[C:4]([C:14]([O:16][C:17]([CH3:20])([CH3:19])[CH3:18])=[O:15])[CH:3]=1.CO.O.C([O-])([O-])=O.[K+].[K+], predict the reaction product. The product is: [NH2:7][C:5]1[S:6][C:2]([Br:1])=[CH:3][C:4]=1[C:14]([O:16][C:17]([CH3:19])([CH3:18])[CH3:20])=[O:15]. (4) Given the reactants [OH:1][C:2]1[CH:7]=[CH:6][C:5]([CH2:8][C:9]([OH:11])=O)=[CH:4][CH:3]=1.[C:12]1([CH:18]([C:20]2[CH:25]=[CH:24][CH:23]=[CH:22][C:21]=2[CH3:26])[NH2:19])[CH:17]=[CH:16][CH:15]=[CH:14][CH:13]=1, predict the reaction product. The product is: [OH:1][C:2]1[CH:3]=[CH:4][C:5]([CH2:8][C:9]([NH:19][CH:18]([C:12]2[CH:17]=[CH:16][CH:15]=[CH:14][CH:13]=2)[C:20]2[CH:25]=[CH:24][CH:23]=[CH:22][C:21]=2[CH3:26])=[O:11])=[CH:6][CH:7]=1. (5) Given the reactants F[C:2]1[CH:9]=[CH:8][C:7]([F:10])=[CH:6][C:3]=1[C:4]#[N:5].[Na].[NH:12]1[CH:16]=[N:15][CH:14]=[N:13]1, predict the reaction product. The product is: [F:10][C:7]1[CH:8]=[CH:9][C:2]([N:12]2[CH:16]=[N:15][CH:14]=[N:13]2)=[C:3]([CH:6]=1)[C:4]#[N:5]. (6) Given the reactants O[C:2]1C=[CH:10][C:5]([C:6]([O:8][CH3:9])=[O:7])=[CH:4][C:3]=1I.ClCI.C([Zn][CH2:19][CH3:20])C.[NH4+:21].[Cl-].[NH4+].[OH-:24], predict the reaction product. The product is: [C:2]([C:3]1[CH:4]=[C:5]([CH:10]=[CH:19][C:20]=1[OH:24])[C:6]([O:8][CH3:9])=[O:7])#[N:21]. (7) The product is: [C:5]([N:13]1[C:21]2[C:16](=[CH:17][C:18]([OH:23])=[C:19]([F:22])[CH:20]=2)[C:15]([CH2:25][C:26]([OH:28])=[O:27])=[C:14]1[CH3:29])(=[O:12])[C:6]1[CH:11]=[CH:10][CH:9]=[CH:8][CH:7]=1. Given the reactants B(Br)(Br)Br.[C:5]([N:13]1[C:21]2[C:16](=[CH:17][C:18]([O:23]C)=[C:19]([F:22])[CH:20]=2)[C:15]([CH2:25][C:26]([OH:28])=[O:27])=[C:14]1[CH3:29])(=[O:12])[C:6]1[CH:11]=[CH:10][CH:9]=[CH:8][CH:7]=1, predict the reaction product.